Dataset: Retrosynthesis with 50K atom-mapped reactions and 10 reaction types from USPTO. Task: Predict the reactants needed to synthesize the given product. (1) Given the product CCCCCS(=O)(=O)NC(=O)CCc1cc(C(C)C)nn1Cc1ccc(C(F)(F)F)cc1Cl, predict the reactants needed to synthesize it. The reactants are: CC(C)c1cc(CCC(=O)O)n(Cc2ccc(C(F)(F)F)cc2Cl)n1.CCCCCS(N)(=O)=O. (2) The reactants are: CO.COc1ccc(CC(=O)O)c(Oc2ccccc2)c1. Given the product COC(=O)Cc1ccc(OC)cc1Oc1ccccc1, predict the reactants needed to synthesize it. (3) The reactants are: Clc1cncc(Cl)n1.NCC1CC1. Given the product Clc1cncc(NCC2CC2)n1, predict the reactants needed to synthesize it. (4) Given the product COCc1nc(-c2cn3c(n2)-c2ccc(C4CCN(C(=O)OC(C)(C)C)CC4)cc2OCC3)n(C(C)C)n1, predict the reactants needed to synthesize it. The reactants are: COCc1nc(-c2cn3c(n2)-c2ccc(C4=CCN(C(=O)OC(C)(C)C)CC4)cc2OCC3)n(C(C)C)n1.